This data is from Forward reaction prediction with 1.9M reactions from USPTO patents (1976-2016). The task is: Predict the product of the given reaction. (1) Given the reactants [CH:1]1([N:6]2[CH2:11][CH2:10][N:9]([C:12]([C:14]3[CH:15]=[C:16]4[C:20](=[CH:21][CH:22]=3)[NH:19][C:18]([C:23](O)=[O:24])=[CH:17]4)=[O:13])[CH2:8][CH2:7]2)[CH2:5][CH2:4][CH2:3][CH2:2]1.C1(N2CCN(C(C3C=C4C(=CC=3)NC(C(N3CCS(=O)(=O)CC3)=O)=C4)=O)CC2)CCCC1.F[B-](F)(F)F.N1(OC(N(C)C)=[N+](C)C)C2C=CC=CC=2N=N1.[F:80][C:81]1[CH:87]=[CH:86][CH:85]=[CH:84][C:82]=1[NH2:83].C(N(CC)C(C)C)(C)C, predict the reaction product. The product is: [F:80][C:81]1[CH:87]=[CH:86][CH:85]=[CH:84][C:82]=1[NH:83][C:23]([C:18]1[NH:19][C:20]2[C:16]([CH:17]=1)=[CH:15][C:14]([C:12]([N:9]1[CH2:8][CH2:7][N:6]([CH:1]3[CH2:2][CH2:3][CH2:4][CH2:5]3)[CH2:11][CH2:10]1)=[O:13])=[CH:22][CH:21]=2)=[O:24]. (2) Given the reactants C(Br)C1C=CC=CC=1.Br[CH2:10][C:11]([O:13][CH2:14][CH3:15])=[O:12].[CH2:16]([NH:23][C:24]([C:26]1[S:30][C:29]([N:31]2[CH2:35][CH2:34][NH:33][C:32]2=[O:36])=[N:28][C:27]=1[CH3:37])=[O:25])[C:17]1[CH:22]=[CH:21][CH:20]=[CH:19][CH:18]=1, predict the reaction product. The product is: [CH2:16]([NH:23][C:24]([C:26]1[S:30][C:29]([N:31]2[CH2:35][CH2:34][N:33]([CH2:10][C:11]([O:13][CH2:14][CH3:15])=[O:12])[C:32]2=[O:36])=[N:28][C:27]=1[CH3:37])=[O:25])[C:17]1[CH:22]=[CH:21][CH:20]=[CH:19][CH:18]=1.